This data is from Forward reaction prediction with 1.9M reactions from USPTO patents (1976-2016). The task is: Predict the product of the given reaction. (1) Given the reactants [I:1][C:2]1[CH:7]=[CH:6][C:5]([OH:8])=[CH:4][CH:3]=1.[C:22]1(P([C:22]2[CH:27]=[CH:26][CH:25]=[CH:24][CH:23]=2)[C:22]2[CH:27]=[CH:26][CH:25]=[CH:24][CH:23]=2)[CH:27]=[CH:26][CH:25]=[CH:24][CH:23]=1.[CH2:28]1COC[CH2:29]1.N(C(OC(C)C)=O)=NC(OC(C)C)=O, predict the reaction product. The product is: [CH2:26]([CH:25]1[CH2:24][CH2:23][CH:29]([O:8][C:5]2[CH:6]=[CH:7][C:2]([I:1])=[CH:3][CH:4]=2)[CH2:28]1)[CH2:27][CH3:22]. (2) The product is: [Br:1][C:2]1[CH:11]=[C:10]([Cl:12])[CH:9]=[C:8]2[C:3]=1[CH:4]=[C:5]([N:20]1[CH2:21][CH2:22][CH:17]([N:16]([CH3:23])[CH3:15])[CH2:18][CH2:19]1)[NH:6][C:7]2=[O:13]. Given the reactants [Br:1][C:2]1[CH:11]=[C:10]([Cl:12])[CH:9]=[C:8]2[C:3]=1[CH:4]=[C:5](Cl)[NH:6][C:7]2=[O:13].[CH3:15][N:16]([CH3:23])[CH:17]1[CH2:22][CH2:21][NH:20][CH2:19][CH2:18]1, predict the reaction product. (3) Given the reactants [N:1]([CH2:4][CH2:5][CH2:6][CH2:7][C:8]([OH:10])=O)=[N+:2]=[N-:3].O=S(Cl)[Cl:13], predict the reaction product. The product is: [N:1]([CH2:4][CH2:5][CH2:6][CH2:7][C:8]([Cl:13])=[O:10])=[N+:2]=[N-:3]. (4) Given the reactants [OH:1][CH:2]1[CH2:7][CH2:6][CH:5]([NH:8][C:9](=[O:15])[O:10][C:11]([CH3:14])([CH3:13])[CH3:12])[CH2:4][CH2:3]1.[H-].[Na+].[Si:18]([O:25][CH2:26][CH2:27][C@@H:28]1[CH2:40][C:39]2[C:38]3[C:37](Cl)=[N:36][CH:35]=[N:34][C:33]=3[S:32][C:31]=2[CH2:30][CH2:29]1)([C:21]([CH3:24])([CH3:23])[CH3:22])([CH3:20])[CH3:19], predict the reaction product. The product is: [Si:18]([O:25][CH2:26][CH2:27][C@@H:28]1[CH2:40][C:39]2[C:38]3[C:37]([O:1][CH:2]4[CH2:7][CH2:6][CH:5]([NH:8][C:9](=[O:15])[O:10][C:11]([CH3:12])([CH3:14])[CH3:13])[CH2:4][CH2:3]4)=[N:36][CH:35]=[N:34][C:33]=3[S:32][C:31]=2[CH2:30][CH2:29]1)([C:21]([CH3:24])([CH3:22])[CH3:23])([CH3:19])[CH3:20]. (5) The product is: [CH3:30][O:31][C:32](=[O:51])[C:33]([O:43][C:44]1[CH:49]=[CH:48][CH:47]=[CH:46][C:45]=1[F:50])([CH3:42])[CH2:34][C:35]1[CH:40]=[CH:39][C:38]([O:15][CH2:14][CH2:13][CH:11]2[CH2:12][N:8]([CH2:7][C:6]3[CH:5]=[CH:4][C:3]([O:2][CH3:1])=[CH:29][CH:28]=3)[C:9](=[O:27])[N:10]2[CH3:26])=[CH:37][CH:36]=1. Given the reactants [CH3:1][O:2][C:3]1[CH:29]=[CH:28][C:6]([CH2:7][N:8]2[CH2:12][CH:11]([CH2:13][CH2:14][O:15]S(C3C=CC(C)=CC=3)(=O)=O)[N:10]([CH3:26])[C:9]2=[O:27])=[CH:5][CH:4]=1.[CH3:30][O:31][C:32](=[O:51])[C:33]([O:43][C:44]1[CH:49]=[CH:48][CH:47]=[CH:46][C:45]=1[F:50])([CH3:42])[CH2:34][C:35]1[CH:40]=[CH:39][C:38](O)=[CH:37][CH:36]=1, predict the reaction product.